Dataset: Reaction yield outcomes from USPTO patents with 853,638 reactions. Task: Predict the reaction yield, written as a fraction of the theoretical maximum amount of product (1.0 means a 100% yield; for example, 0.34 means a 34% yield). (1) The reactants are [C:1]([NH:4][C:5]1[N:9]([CH:10]2[CH2:15][CH2:14][CH2:13][N:12]([C:16]([O:18][CH2:19][C:20]3[CH:25]=[CH:24][CH:23]=[CH:22][CH:21]=3)=[O:17])[CH2:11]2)[N:8]=[C:7]([C:26]2[CH:31]=[CH:30][C:29]([OH:32])=[CH:28][CH:27]=2)[C:6]=1[C:33]#[N:34])(=[O:3])[CH3:2].[Cl:35][C:36]1[CH:37]=[CH:38][C:39](F)=[N:40][CH:41]=1.C(=O)([O-])[O-].[Cs+].[Cs+]. The catalyst is CN(C)C=O.O. The product is [C:1]([NH:4][C:5]1[N:9]([CH:10]2[CH2:15][CH2:14][CH2:13][N:12]([C:16]([O:18][CH2:19][C:20]3[CH:25]=[CH:24][CH:23]=[CH:22][CH:21]=3)=[O:17])[CH2:11]2)[N:8]=[C:7]([C:26]2[CH:27]=[CH:28][C:29]([O:32][C:39]3[CH:38]=[CH:37][C:36]([Cl:35])=[CH:41][N:40]=3)=[CH:30][CH:31]=2)[C:6]=1[C:33]#[N:34])(=[O:3])[CH3:2]. The yield is 0.440. (2) The reactants are BrCCBr.C=C.Cl[Si](C)(C)C.Br[C:13]1[S:14][CH:15]=[CH:16][N:17]=1.Br[C:19]1[CH:20]=[C:21]2[C:25](=[CH:26][CH:27]=1)[CH:24]([O:28][Si:29]([C:32]([CH3:35])([CH3:34])[CH3:33])([CH3:31])[CH3:30])[CH2:23][CH2:22]2. The catalyst is O1CCCC1.[Zn].C1C=CC([P]([Pd]([P](C2C=CC=CC=2)(C2C=CC=CC=2)C2C=CC=CC=2)([P](C2C=CC=CC=2)(C2C=CC=CC=2)C2C=CC=CC=2)[P](C2C=CC=CC=2)(C2C=CC=CC=2)C2C=CC=CC=2)(C2C=CC=CC=2)C2C=CC=CC=2)=CC=1. The product is [Si:29]([O:28][CH:24]1[C:25]2[C:21](=[CH:20][C:19]([C:13]3[S:14][CH:15]=[CH:16][N:17]=3)=[CH:27][CH:26]=2)[CH2:22][CH2:23]1)([C:32]([CH3:35])([CH3:34])[CH3:33])([CH3:31])[CH3:30]. The yield is 0.790.